From a dataset of Drug-target binding data from BindingDB using IC50 measurements. Regression. Given a target protein amino acid sequence and a drug SMILES string, predict the binding affinity score between them. We predict pIC50 (pIC50 = -log10(IC50 in M); higher means more potent). Dataset: bindingdb_ic50. (1) The compound is O=S(=O)(c1ccc(O)cc1O)N1Cc2ccc(O)cc2C1. The target protein (Q15120) has sequence MRLFRWLLKQPVPKQIERYSRFSPSPLSIKQFLDFGRDNACEKTSYMFLRKELPVRLANTMREVNLLPDNLLNRPSVGLVQSWYMQSFLELLEYENKSPEDPQVLDNFLQVLIKVRNRHNDVVPTMAQGVIEYKEKFGFDPFISTNIQYFLDRFYTNRISFRMLINQHTLLFGGDTNPVHPKHIGSIDPTCNVADVVKDAYETAKMLCEQYYLVAPELEVEEFNAKAPDKPIQVVYVPSHLFHMLFELFKNSMRATVELYEDRKEGYPAVKTLVTLGKEDLSIKISDLGGGVPLRKIDRLFNYMYSTAPRPSLEPTRAAPLAGFGYGLPISRLYARYFQGDLKLYSMEGVGTDAVIYLKALSSESFERLPVFNKSAWRHYKTTPEADDWSNPSSEPRDASKYKAKQ. The pIC50 is 5.6. (2) The drug is CCN(CC)c1ccc2c(Cl)c(Br)c(=O)oc2c1. The target protein (O95136) has sequence MGSLYSEYLNPNKVQEHYNYTKETLETQETTSRQVASAFIVILCCAIVVENLLVLIAVARNSKFHSAMYLFLGNLAASDLLAGVAFVANTLLSGSVTLRLTPVQWFAREGSAFITLSASVFSLLAIAIERHVAIAKVKLYGSDKSCRMLLLIGASWLISLVLGGLPILGWNCLGHLEACSTVLPLYAKHYVLCVVTIFSIILLAIVALYVRIYCVVRSSHADMAAPQTLALLKTVTIVLGVFIVCWLPAFSILLLDYACPVHSCPILYKAHYFFAVSTLNSLLNPVIYTWRSRDLRREVLRPLQCWRPGVGVQGRRRGGTPGHHLLPLRSSSSLERGMHMPTSPTFLEGNTVV. The pIC50 is 5.6. (3) The compound is Cc1cccc(C(=O)NC(=S)NNC(=O)c2ccc(Cl)cc2)c1. The target protein sequence is MGVQAGLFGMLGFLGVALGGSPALRWYRTSCHLTKAVPGNPLGYLSFLAKDAQGLALIHARWDAHRRLQACSWEDEPELTAAYGALCAHETAWGSFIHTPGPELQRALATLQSQWEACRALEESPAGARKKRAAGQSGVPGGGHQREKRGWTMPGTLWCGVGDSAGNSSELGVFQGPDLCCREHDRCPQNISPLQYNYGIRNYRFHTISHCDCDTRFQQCLQNQHDSISDIVGVAFFNVLEIPCFVLEEQEACVAWYWWGGCRMYGTVPLARLQPRTFYNASWSSRATSPTPSSRSPAPPKPRQKQHLRKGPPHQKGSKRPSKANTTALQDPMVSPRLDVAPTGLQGPQGGLKPQGARWVCRSFRRHLDQCEHQIGPREIEFQLLNSAQEPLFHCNCTRRLARFLRLHSPPEVTNMLWELLGTTCFKLAPPLDCVEGKNCSRDPRAIRVSARHLRRLQQRRHQLQDKGTDERQPWPSEPLRGPMSFYNQCLQLTQAARRP.... The pIC50 is 4.7. (4) The compound is CC[C@@]1(O)C(=O)OCc2c1cc1n(c2=O)Cc2cc3ccccc3nc2-1. The target protein (P23940) has sequence MEVEKEFITDEAKELLSKDKLIQQAYNEVKTSICSPIWPATSKTFTINNTEKNCNGVVPIKELCYTLLEDTYNWYREKPLDILKLEKKKGGPIDVYKEFIENSELKRVGMEFETGNISSAHRSMNKLLLGLKHGEIDLAIILMPIKQLAYYLTDRVTNFEELEPYFELTEGQPFIFIGFNAEAYNSNVPLIPKGSDGMSKRSIKKWKDKVENK. The pIC50 is 3.5.